Binary Classification. Given a miRNA mature sequence and a target amino acid sequence, predict their likelihood of interaction. From a dataset of Experimentally validated miRNA-target interactions with 360,000+ pairs, plus equal number of negative samples. (1) The miRNA is hsa-miR-3613-3p with sequence ACAAAAAAAAAAGCCCAACCCUUC. The protein sequence of the target gene is MSEIRFTNLTWDQVITLDQVLDEVIPIHGKGNFPTMEVKPKDIIHVVKDQLIGQGIIVKDARLNGSVASYILASHNGISYKDLDVIFGVELPGNEEFQVVKDAVLDCLLDFLPKDVKKEKLSPDIMKDAYVQKLVKVCNGHDCWSLISLSNNTGKNLELKFVSSLRRQFEFSVDSFQIVLDPMLDFYSDKNAKLTKESYPVVVAESMYGDFQEAMTHLQHKLICTRKPEEIRGGGLLKYCSLLVHGFKPACMSEIKNLERYMCSRFFIDFPHIEEQQKKIESYLHNHFIGEGMTKYDYLM.... Result: 1 (interaction). (2) The miRNA is hsa-miR-6872-3p with sequence CCCAUGCCUCCUGCCGCGGUC. The protein sequence of the target gene is MAVSWIVFDLWLLTVFLGQIGGHSLFSCEPITLRMCQDLPYNTTFMPNLLNHYDQQTAALAMEPFHPMVNLDCSRDFRPFLCALYAPICMEYGRVTLPCRRLCQRAYSECSKLMEMFGVPWPEDMECSRFPDCDEPYPRLVDLNLVGDPTEGAPVAVQRDYGFWCPRELKIDPDLGYSFLHVRDCSPPCPNMYFRREELSFARYFIGLISIICLSATLFTFLTFLIDVTRFRYPERPIIFYAVCYMMVSLIFFIGFLLEDRVACNASSPAQYKASTVTQGSHNKACTMLFMVLYFFTMAG.... Result: 0 (no interaction). (3) The miRNA is hsa-miR-5787 with sequence GGGCUGGGGCGCGGGGAGGU. The protein sequence of the target gene is MAPMGIRLSPLGVAVFFLLGLGVLYHLYSGFLAGRFSLFGLGSEPAAGEAEVASDGGTVDLREMLAVAVLAAERGGDEVRRVRESNVLHEKSKGKTREGADDKMTSGDVLSNRKMFYLLKTAFPNVQINTEEHVDASDKEVIVWNRKIPEDILKEIAAPKEVPAESVTVWIDPLDATQEYTEDLRKYVTTMVCVAVNGKPVLGVIHKPFSEYTAWAMVDGGSNVKARSSYNEKTPKIIVSRSHAGMVKQVALQTFGNQTSIIPAGGAGYKVLALLDVPDMTQEKADLYIHVTYIKKWDIC.... Result: 0 (no interaction).